Dataset: Forward reaction prediction with 1.9M reactions from USPTO patents (1976-2016). Task: Predict the product of the given reaction. (1) The product is: [Br:1][C:2]1[CH:10]=[CH:9][C:8]([C:11]([NH2:20])=[O:13])=[C:7]2[C:3]=1[CH:4]=[CH:5][NH:6]2. Given the reactants [Br:1][C:2]1[CH:10]=[CH:9][C:8]([C:11]([OH:13])=O)=[C:7]2[C:3]=1[CH:4]=[CH:5][NH:6]2.C(Cl)CCl.O.O[N:20]1C2C=CC=CC=2N=N1.[OH-].[NH4+], predict the reaction product. (2) Given the reactants C([O:8][C:9]1[C:14](=[O:15])[N:13]2[CH2:16][CH2:17][N:18]([CH2:22][C:23]([O-:25])=O)[C:19]([CH3:21])([CH3:20])[C:12]2=[N:11][C:10]=1[C:26]([NH:28][CH2:29][C:30]1[CH:35]=[CH:34][C:33]([F:36])=[CH:32][CH:31]=1)=[O:27])C1C=CC=CC=1.[Li+].C(Cl)CCl.C1C=[CH:44][C:45]2N(O)N=[N:48][C:46]=2C=1, predict the reaction product. The product is: [F:36][C:33]1[CH:34]=[CH:35][C:30]([CH2:29][NH:28][C:26]([C:10]2[N:11]=[C:12]3[C:19]([CH3:21])([CH3:20])[N:18]([CH2:22][C:23]4[O:25][C:45]([CH3:44])=[CH:46][N:48]=4)[CH2:17][CH2:16][N:13]3[C:14](=[O:15])[C:9]=2[OH:8])=[O:27])=[CH:31][CH:32]=1. (3) Given the reactants Cl[C:2]1[C:11]2[C:6](=[CH:7][CH:8]=[C:9]([O:12][CH3:13])[CH:10]=2)[N:5]([CH3:14])[C:4](=[O:15])[C:3]=1[C:16]#[N:17].C([O-])([O-])=O.[K+].[K+].CO[CH2:26][CH2:27]OC, predict the reaction product. The product is: [CH3:13][O:12][C:9]1[CH:10]=[C:11]2[C:6](=[CH:7][CH:8]=1)[N:5]([CH3:14])[C:4](=[O:15])[C:3]([C:16]#[N:17])=[C:2]2[CH:26]=[CH2:27]. (4) Given the reactants [CH3:1][N:2]([CH3:20])[CH2:3][CH2:4][N:5]1[C:14]2[C:9](=[CH:10][C:11]([I:15])=[CH:12][CH:13]=2)[C:8](=[O:16])[C:7]([C:17]([OH:19])=O)=[CH:6]1.[CH2:21]([N:23](CC)[CH2:24]C)C.CN(C(ON1N=NC2C=CC=NC1=2)=[N+](C)C)C.F[P-](F)(F)(F)(F)F.CNC, predict the reaction product. The product is: [CH3:20][N:2]([CH3:1])[CH2:3][CH2:4][N:5]1[C:14]2[C:9](=[CH:10][C:11]([I:15])=[CH:12][CH:13]=2)[C:8](=[O:16])[C:7]([C:17]([N:23]([CH3:24])[CH3:21])=[O:19])=[CH:6]1.